Dataset: Cav3 T-type calcium channel HTS with 100,875 compounds. Task: Binary Classification. Given a drug SMILES string, predict its activity (active/inactive) in a high-throughput screening assay against a specified biological target. (1) The molecule is S(CC(=O)NC(=O)NC1CCCC1)c1n(C)cnn1. The result is 0 (inactive). (2) The molecule is S(=O)(=O)(N1CCCCC1)c1c(N2CCN(\N=C\c3ccc(cc3)C)CC2)ccnc1. The result is 0 (inactive). (3) The drug is S(=O)(=O)(NC1CC(CCC1)C(OCC)=O)c1ccc(NC(=O)C)cc1. The result is 0 (inactive). (4) The compound is O=C/1N(CCCC)C(=O)NC(=O)C1=C(\NCCCN(C)C)C. The result is 0 (inactive). (5) The drug is Brc1cc2c(N3CCN(CC3)CC)ncnc2cc1. The result is 0 (inactive). (6) The result is 0 (inactive). The molecule is O=c1n2CC3CC(CN(C3)C3CCN(CC3)C)c2ccc1. (7) The drug is S(C1CCCCC1)CCCNC(=O)CS(=O)Cc1nc(oc1C)c1cc(ccc1)C. The result is 1 (active). (8) The compound is NC1=C(C(Cc2c1cccc2)(C)C)C#N. The result is 0 (inactive).